This data is from Full USPTO retrosynthesis dataset with 1.9M reactions from patents (1976-2016). The task is: Predict the reactants needed to synthesize the given product. Given the product [CH3:1][C:2]1[CH:7]=[C:6]([N+:8]([O-:10])=[O:9])[CH:5]=[CH:4][C:3]=1[N:11]=[C:12]1[N:16]([CH2:24][CH:21]2[CH2:23][CH2:22]2)[C@@H:15]([CH2:17][CH:18]([CH3:20])[CH3:19])[CH2:14][S:13]1, predict the reactants needed to synthesize it. The reactants are: [CH3:1][C:2]1[CH:7]=[C:6]([N+:8]([O-:10])=[O:9])[CH:5]=[CH:4][C:3]=1[N:11]=[C:12]1[NH:16][C@@H:15]([CH2:17][CH:18]([CH3:20])[CH3:19])[CH2:14][S:13]1.[CH:21]1([CH2:24]Br)[CH2:23][CH2:22]1.